Dataset: Full USPTO retrosynthesis dataset with 1.9M reactions from patents (1976-2016). Task: Predict the reactants needed to synthesize the given product. (1) Given the product [Cl:1][C:2]1[CH:3]=[C:4]2[C:8](=[CH:9][CH:10]=1)[N:7]([S:48]([C:38]1[CH:39]=[CH:40][C:41]([O:43][C:44]([F:45])([F:46])[F:47])=[CH:42][C:37]=1[O:36][CH3:35])(=[O:49])=[O:50])[C:6](=[O:11])[C:5]2([C:27]1[CH:32]=[CH:31][CH:30]=[CH:29][C:28]=1[O:33][CH3:34])[CH2:12][C:13](=[O:26])[N:14]1[CH2:15][CH2:16][CH:17]([C:20]2[CH:21]=[CH:22][N:23]=[CH:24][CH:25]=2)[CH2:18][CH2:19]1, predict the reactants needed to synthesize it. The reactants are: [Cl:1][C:2]1[CH:3]=[C:4]2[C:8](=[CH:9][CH:10]=1)[NH:7][C:6](=[O:11])[C:5]2([C:27]1[CH:32]=[CH:31][CH:30]=[CH:29][C:28]=1[O:33][CH3:34])[CH2:12][C:13](=[O:26])[N:14]1[CH2:19][CH2:18][CH:17]([C:20]2[CH:25]=[CH:24][N:23]=[CH:22][CH:21]=2)[CH2:16][CH2:15]1.[CH3:35][O:36][C:37]1[CH:42]=[C:41]([O:43][C:44]([F:47])([F:46])[F:45])[CH:40]=[CH:39][C:38]=1[S:48](Cl)(=[O:50])=[O:49]. (2) The reactants are: [NH2:1][C:2]1[C:3]2[C:10]([I:11])=[CH:9][N:8]([CH:12]3[CH2:15][C:14]([CH2:17][NH2:18])([OH:16])[CH2:13]3)[C:4]=2[N:5]=[CH:6][N:7]=1.C1N=CN([C:24](N2C=NC=C2)=[O:25])C=1. Given the product [NH2:1][C:2]1[C:3]2[C:10]([I:11])=[CH:9][N:8]([CH:12]3[CH2:15][C:14]4([CH2:17][NH:18][C:24](=[O:25])[O:16]4)[CH2:13]3)[C:4]=2[N:5]=[CH:6][N:7]=1, predict the reactants needed to synthesize it.